This data is from Forward reaction prediction with 1.9M reactions from USPTO patents (1976-2016). The task is: Predict the product of the given reaction. The product is: [NH:8]1[CH2:9][CH2:10][CH2:11][CH2:12][C:13]2([C:21]3[C:16](=[CH:17][CH:18]=[CH:19][CH:20]=3)[NH:15][C:14]2=[O:49])[CH2:1]1. Given the reactants [CH2:1]([NH:8][CH2:9][CH2:10][CH2:11][CH2:12][C:13]1[C:21]2[C:16](=[CH:17][CH:18]=[CH:19][CH:20]=2)[NH:15][CH:14]=1)C1C=CC=CC=1.[H-].[Al+3].[Li+].[H-].[H-].[H-].C(NC(=[O:49])CCCC1C2C(=CC=CC=2)NC=1)C1C=CC=CC=1.[OH-].[Na+], predict the reaction product.